Dataset: Catalyst prediction with 721,799 reactions and 888 catalyst types from USPTO. Task: Predict which catalyst facilitates the given reaction. (1) Reactant: [CH:1]([NH2:4])([CH3:3])[CH3:2].C(N(CC)CC)C.[Cl:12][C:13]1[C:18]([C:19]2[CH:24]=[C:23]([F:25])[CH:22]=[C:21]([F:26])[C:20]=2[F:27])=[C:17](Cl)[N:16]2[N:29]=[CH:30][N:31]=[C:15]2[N:14]=1. Product: [Cl:12][C:13]1[C:18]([C:19]2[CH:24]=[C:23]([F:25])[CH:22]=[C:21]([F:26])[C:20]=2[F:27])=[C:17]([NH:4][CH:1]([CH3:3])[CH3:2])[N:16]2[N:29]=[CH:30][N:31]=[C:15]2[N:14]=1. The catalyst class is: 4. (2) Reactant: [C:1]([NH:8][CH2:9][CH2:10][CH2:11][C:12]([OH:14])=O)([O:3][C:4]([CH3:7])([CH3:6])[CH3:5])=[O:2].CCN=C=NCCCN(C)C.C1C=CC2N(O)N=NC=2C=1.[NH2:36][C:37]1[CH:38]=[CH:39][C:40]([O:54][CH2:55][CH2:56][CH3:57])=[C:41]([C:43]2[NH:48][C:47](=[O:49])[C:46]([CH2:50][CH3:51])=[C:45]([CH2:52][CH3:53])[N:44]=2)[CH:42]=1. Product: [CH2:52]([C:45]1[N:44]=[C:43]([C:41]2[CH:42]=[C:37]([NH:36][C:12]([CH2:11][CH2:10][CH2:9][NH:8][C:1]([O:3][C:4]([CH3:5])([CH3:6])[CH3:7])=[O:2])=[O:14])[CH:38]=[CH:39][C:40]=2[O:54][CH2:55][CH2:56][CH3:57])[NH:48][C:47](=[O:49])[C:46]=1[CH2:50][CH3:51])[CH3:53]. The catalyst class is: 4. (3) Reactant: [NH2:1][C:2]1[CH:3]=[C:4]([SH:8])[CH:5]=[CH:6][CH:7]=1.[F:9][C:10]([F:23])([O:14][C:15]1[CH:16]=[C:17]([CH:20]=[CH:21][CH:22]=1)[CH:18]=O)[CH:11]([F:13])[F:12].C(O)(=O)C.[BH-](OC(C)=O)(OC(C)=O)OC(C)=O.[Na+]. Product: [F:9][C:10]([F:23])([O:14][C:15]1[CH:16]=[C:17]([CH2:18][NH:1][C:2]2[CH:3]=[C:4]([SH:8])[CH:5]=[CH:6][CH:7]=2)[CH:20]=[CH:21][CH:22]=1)[CH:11]([F:12])[F:13]. The catalyst class is: 68. (4) Product: [CH3:1][N:2]1[C:10]2[N:9]=[C:8]([Br:11])[N:7]([CH2:24][C:25]#[C:26][CH3:27])[C:6]=2[C:5](=[O:12])[NH:4][C:3]1=[O:13]. Reactant: [CH3:1][N:2]1[C:10]2[N:9]=[C:8]([Br:11])[NH:7][C:6]=2[C:5](=[O:12])[NH:4][C:3]1=[O:13].C(N(C(C)C)CC)(C)C.Br[CH2:24][C:25]#[C:26][CH3:27]. The catalyst class is: 35. (5) Reactant: [CH2:1]([N:3]1[C:12]2[C:7](=[CH:8][C:9]([F:33])=[C:10]([O:23][CH2:24][C:25]3[CH:30]=[CH:29][C:28]([O:31][CH3:32])=[CH:27][CH:26]=3)[C:11]=2[O:13][CH2:14][C:15]2[CH:20]=[CH:19][C:18]([O:21][CH3:22])=[CH:17][CH:16]=2)[C:6](=[O:34])[C:5]([C:35]([OH:37])=O)=[CH:4]1)[CH3:2].CN(C(ON1N=NC2C=CC=NC1=2)=[N+](C)C)C.F[P-](F)(F)(F)(F)F.CCN(C(C)C)C(C)C.[N:71]1([CH2:76][CH2:77][NH2:78])[CH2:75][CH2:74][CH2:73][CH2:72]1. Product: [CH2:1]([N:3]1[C:12]2[C:7](=[CH:8][C:9]([F:33])=[C:10]([O:23][CH2:24][C:25]3[CH:26]=[CH:27][C:28]([O:31][CH3:32])=[CH:29][CH:30]=3)[C:11]=2[O:13][CH2:14][C:15]2[CH:16]=[CH:17][C:18]([O:21][CH3:22])=[CH:19][CH:20]=2)[C:6](=[O:34])[C:5]([C:35]([NH:78][CH2:77][CH2:76][N:71]2[CH2:75][CH2:74][CH2:73][CH2:72]2)=[O:37])=[CH:4]1)[CH3:2]. The catalyst class is: 9. (6) Reactant: [CH3:1][C:2]1[CH:3]=[C:4]([NH:20][C:21]2[C:22]3[N:29]([CH2:30][CH2:31][NH:32]C(=O)OC(C)(C)C)[CH:28]=[CH:27][C:23]=3[N:24]=[CH:25][N:26]=2)[CH:5]=[CH:6][C:7]=1[O:8][C:9]1[CH:14]=[CH:13][CH:12]=[C:11]([O:15][C:16]([F:19])([F:18])[F:17])[CH:10]=1.FC(F)(F)C(O)=O. Product: [NH2:32][CH2:31][CH2:30][N:29]1[C:22]2[C:21]([NH:20][C:4]3[CH:5]=[CH:6][C:7]([O:8][C:9]4[CH:14]=[CH:13][CH:12]=[C:11]([O:15][C:16]([F:18])([F:19])[F:17])[CH:10]=4)=[C:2]([CH3:1])[CH:3]=3)=[N:26][CH:25]=[N:24][C:23]=2[CH:27]=[CH:28]1. The catalyst class is: 4.